From a dataset of Full USPTO retrosynthesis dataset with 1.9M reactions from patents (1976-2016). Predict the reactants needed to synthesize the given product. Given the product [F:16][C:15]([F:18])([F:17])[C:12]1[CH:11]=[CH:10][C:9]([CH:1]=[CH2:2])=[CH:14][N:13]=1, predict the reactants needed to synthesize it. The reactants are: [CH:1]([B-](F)(F)F)=[CH2:2].[K+].Br[C:9]1[CH:10]=[CH:11][C:12]([C:15]([F:18])([F:17])[F:16])=[N:13][CH:14]=1.C1(P(C2C=CC=CC=2)C2C=CC=CC=2)C=CC=CC=1.C(=O)([O-])[O-].[Cs+].[Cs+].